Dataset: Drug-target binding data from BindingDB using IC50 measurements. Task: Regression. Given a target protein amino acid sequence and a drug SMILES string, predict the binding affinity score between them. We predict pIC50 (pIC50 = -log10(IC50 in M); higher means more potent). Dataset: bindingdb_ic50. The pIC50 is 7.0. The small molecule is CN1CCN(c2ncc(-c3cnc4[nH]cc(C(=O)c5c(F)ccc(NS(=O)(=O)N6CCCC6)c5F)c4c3)cn2)CC1. The target protein sequence is MAALSGGGGGGAEPGQALFNGDMEPEAGAGAGAAASSAADPAIPEEVWNIKQMIKLTQEHIEALLDKFGGEHNPPSIYLEAYEEYTSKLDALQQREQQLLESLGNGTDFSVSSSASMDTVTSSSSSSLSVLPSSLSVFQNPTDVARSNPKSPQKPIVRVFLPNKQRTVVPARCGVTVRDSLKKALMMRGLIPECCAVYRIQDGEKKPIGWDTDISWLTGEELHVEVLENVPLTTHNFVRKTFFTLAFCDFCRKLLFQGFRCQTCGYKFHQRCSTEVPLMCVNYDQLDLLFVSKFFEHHPIPQEEASLAETALTSGSSPSAPASDSIGPQILTSPSPSKSIPIPQPFRPADEDHRNQFGQRDRSSSAPNVHINTIEPVNIDDLIRDQGFRGDGGSTTGLSATPPASLPGSLTNVKALQKSPGPQRERKSSSSSEDRNRMKTLGRRDSSDDWEIPDGQITVGQRIGSGSFGTVYKGKWHGDVAVKMLNVTAPTPQQLQAFKN....